This data is from Reaction yield outcomes from USPTO patents with 853,638 reactions. The task is: Predict the reaction yield, written as a fraction of the theoretical maximum amount of product (1.0 means a 100% yield; for example, 0.34 means a 34% yield). (1) The reactants are [CH3:1][Si:2]([CH3:7])([CH3:6])[C:3]#[C:4][CH3:5].[Li]CCCC.CCCCCC.[Cl:19][C:20]1[C:25]2[N:26]([CH3:31])[C:27]([CH2:29]Cl)=[N:28][C:24]=2[CH:23]=[CH:22][CH:21]=1. The catalyst is C1COCC1. The product is [Cl:19][C:20]1[C:25]2[N:26]([CH3:31])[C:27]([CH2:29][CH2:5][C:4]#[C:3][Si:2]([CH3:7])([CH3:6])[CH3:1])=[N:28][C:24]=2[CH:23]=[CH:22][CH:21]=1. The yield is 1.00. (2) The reactants are [NH:1]1[C:9]2[C:4](=[CH:5][CH:6]=[CH:7][CH:8]=2)[CH2:3][C:2]1=[O:10].Cl[C:12]1[CH:19]=[CH:18][C:15]([C:16]#[N:17])=[CH:14][CH:13]=1.C(=O)([O-])[O-].[K+].[K+].CC1(C)CCCCC(C)(C)P1C1C=CC=CC=1C1C(C(C)C)=CC(C(C)C)=CC=1C(C)C. The catalyst is C1C=CC(/C=C/C(/C=C/C2C=CC=CC=2)=O)=CC=1.C1C=CC(/C=C/C(/C=C/C2C=CC=CC=2)=O)=CC=1.C1C=CC(/C=C/C(/C=C/C2C=CC=CC=2)=O)=CC=1.[Pd].[Pd].O1CCCC1. The product is [O:10]=[C:2]1[CH2:3][C:4]2[C:9](=[CH:8][CH:7]=[CH:6][CH:5]=2)[N:1]1[C:12]1[CH:19]=[CH:18][C:15]([C:16]#[N:17])=[CH:14][CH:13]=1. The yield is 0.710. (3) The yield is 0.970. The catalyst is C(OCC)C. The reactants are [CH3:1][Si](C=[N+]=[N-])(C)C.[F:8][C:9]1[CH:14]=[CH:13][C:12]([C:15]2[O:16][C:17]3[CH:27]=[CH:26][C:25]([C:28]4[CH:29]=[C:30]([CH:34]=[CH:35][CH:36]=4)[C:31]([OH:33])=[O:32])=[CH:24][C:18]=3[C:19]=2[C:20](=[O:23])[NH:21][CH3:22])=[CH:11][CH:10]=1. The product is [F:8][C:9]1[CH:14]=[CH:13][C:12]([C:15]2[O:16][C:17]3[CH:27]=[CH:26][C:25]([C:28]4[CH:29]=[C:30]([CH:34]=[CH:35][CH:36]=4)[C:31]([O:33][CH3:1])=[O:32])=[CH:24][C:18]=3[C:19]=2[C:20](=[O:23])[NH:21][CH3:22])=[CH:11][CH:10]=1. (4) The reactants are [N+:1]([C:4]1[CH:22]=[CH:21][C:7]2[N:8]([C:13](=O)[CH2:14][N:15]3[CH2:19][CH2:18][CH2:17][CH2:16]3)[CH2:9][CH2:10][CH2:11][O:12][C:6]=2[CH:5]=1)([O-:3])=[O:2]. The catalyst is O1CCCC1. The product is [N+:1]([C:4]1[CH:22]=[CH:21][C:7]2[N:8]([CH2:13][CH2:14][N:15]3[CH2:19][CH2:18][CH2:17][CH2:16]3)[CH2:9][CH2:10][CH2:11][O:12][C:6]=2[CH:5]=1)([O-:3])=[O:2]. The yield is 0.700. (5) The catalyst is C(Cl)Cl. The reactants are [CH2:1]([N:8]([CH3:17])[C:9]1[C:14]([F:15])=[CH:13][NH:12][C:11](=[O:16])[N:10]=1)[C:2]1[CH:7]=[CH:6][CH:5]=[CH:4][CH:3]=1.[CH3:18][CH2:19][CH2:20][CH2:21][CH2:22][O:23][C:24](Cl)=[O:25].CCN(CC)CC. The yield is 0.0670. The product is [CH2:1]([N:8]([CH3:17])[C:9]1[C:14]([F:15])=[CH:13][N:12]([C:24]([O:23][CH2:22][CH2:21][CH2:20][CH2:19][CH3:18])=[O:25])[C:11](=[O:16])[N:10]=1)[C:2]1[CH:7]=[CH:6][CH:5]=[CH:4][CH:3]=1. (6) The reactants are [OH-].[Na+].[CH3:3][NH:4][C:5]1[CH:14]=[CH:13][C:12]2[C:7](=[CH:8][CH:9]=[C:10]([C:15]([O:17]CC)=[O:16])[CH:11]=2)[N:6]=1. The catalyst is C(O)C. The product is [CH3:3][NH:4][C:5]1[CH:14]=[CH:13][C:12]2[C:7](=[CH:8][CH:9]=[C:10]([C:15]([OH:17])=[O:16])[CH:11]=2)[N:6]=1. The yield is 0.960. (7) The reactants are CCN(C(C)C)C(C)C.[F:10][CH:11]([F:41])[C:12]1[N:16]([C:17]2[N:22]=[C:21]([N:23]3[CH2:28][CH2:27][O:26][CH2:25][CH2:24]3)[N:20]=[C:19]([N:29]3[CH2:34][CH2:33][NH:32][CH2:31][CH2:30]3)[N:18]=2)[C:15]2[CH:35]=[CH:36][CH:37]=[C:38]([O:39][CH3:40])[C:14]=2[N:13]=1.[Cl-].Cl[S:44]([CH2:47][CH2:48][C:49]1[CH:54]=[CH:53][CH:52]=[CH:51][NH+:50]=1)(=[O:46])=[O:45].O. The catalyst is C(Cl)Cl. The product is [F:41][CH:11]([F:10])[C:12]1[N:16]([C:17]2[N:22]=[C:21]([N:23]3[CH2:24][CH2:25][O:26][CH2:27][CH2:28]3)[N:20]=[C:19]([N:29]3[CH2:34][CH2:33][N:32]([S:44]([CH2:47][CH2:48][C:49]4[CH:54]=[CH:53][CH:52]=[CH:51][N:50]=4)(=[O:45])=[O:46])[CH2:31][CH2:30]3)[N:18]=2)[C:15]2[CH:35]=[CH:36][CH:37]=[C:38]([O:39][CH3:40])[C:14]=2[N:13]=1. The yield is 0.710.